This data is from Full USPTO retrosynthesis dataset with 1.9M reactions from patents (1976-2016). The task is: Predict the reactants needed to synthesize the given product. (1) Given the product [F:35][C:30]1[CH:31]=[CH:32][CH:33]=[CH:34][C:29]=1[C:28]1[C:24]2[N:23]=[CH:12][N:7]([C:1]3[CH:6]=[CH:5][CH:4]=[C:3]([OH:41])[CH:2]=3)[C:36](=[O:38])[C:25]=2[S:26][CH:27]=1, predict the reactants needed to synthesize it. The reactants are: [C:1]1([N:7]2[C:12](=O)C3SC=C(C4C=CC=CC=4)C=3N=C2)[CH:6]=[CH:5][CH:4]=[CH:3][CH:2]=1.[NH2:23][C:24]1[C:28]([C:29]2[CH:34]=[CH:33][CH:32]=[CH:31][C:30]=2[F:35])=[CH:27][S:26][C:25]=1[C:36]([O:38]C)=O.C(OCC)(OCC)[O:41]CC.NC1C=C(O)C=CC=1. (2) Given the product [C:1]([O:5][C:6](=[O:35])[N:7]([C:16]1[S:17][C@:18]2([CH:33]=[O:34])[C@H:20]([C@:21]([C:25]3[CH:30]=[C:29]([Br:31])[CH:28]=[CH:27][C:26]=3[F:32])([CH2:23][F:24])[N:22]=1)[CH2:19]2)[CH2:8][O:9][CH2:10][CH2:11][Si:12]([CH3:15])([CH3:13])[CH3:14])([CH3:4])([CH3:2])[CH3:3], predict the reactants needed to synthesize it. The reactants are: [C:1]([O:5][C:6](=[O:35])[N:7]([C:16]1[S:17][C@:18]2([CH2:33][OH:34])[C@H:20]([C@:21]([C:25]3[CH:30]=[C:29]([Br:31])[CH:28]=[CH:27][C:26]=3[F:32])([CH2:23][F:24])[N:22]=1)[CH2:19]2)[CH2:8][O:9][CH2:10][CH2:11][Si:12]([CH3:15])([CH3:14])[CH3:13])([CH3:4])([CH3:3])[CH3:2].S(=O)(=O)=O.N1C=CC=CC=1.O. (3) Given the product [CH2:17]([N:14]([CH2:15][CH3:16])[C:12]1[CH:11]=[CH:10][N:9]=[C:8]([N:1]2[CH2:6][CH2:5][NH:4][CH2:3][CH2:2]2)[N:13]=1)[CH3:18], predict the reactants needed to synthesize it. The reactants are: [NH:1]1[CH2:6][CH2:5][NH:4][CH2:3][CH2:2]1.Cl[C:8]1[N:13]=[C:12]([N:14]([CH2:17][CH3:18])[CH2:15][CH3:16])[CH:11]=[CH:10][N:9]=1.